This data is from Peptide-MHC class I binding affinity with 185,985 pairs from IEDB/IMGT. The task is: Regression. Given a peptide amino acid sequence and an MHC pseudo amino acid sequence, predict their binding affinity value. This is MHC class I binding data. (1) The peptide sequence is SLMASSPTSI. The MHC is HLA-B37:01 with pseudo-sequence HLA-B37:01. The binding affinity (normalized) is 0.0847. (2) The peptide sequence is RQRHYFDSA. The MHC is HLA-A23:01 with pseudo-sequence HLA-A23:01. The binding affinity (normalized) is 0.213. (3) The peptide sequence is HLTRVGPYL. The MHC is HLA-A29:02 with pseudo-sequence HLA-A29:02. The binding affinity (normalized) is 0.0847.